Dataset: Catalyst prediction with 721,799 reactions and 888 catalyst types from USPTO. Task: Predict which catalyst facilitates the given reaction. (1) Reactant: [Cl:1][C:2]1[CH:3]=[C:4]([C:9]2[C:10](=[O:24])[N:11]([CH2:15][C:16]3[CH:21]=[CH:20][C:19]([O:22][CH3:23])=[CH:18][CH:17]=3)[C:12](=[O:14])[CH:13]=2)[CH:5]=[CH:6][C:7]=1[Cl:8].[CH2:25]([O:27][C:28](=[O:32])[CH:29]=[N+:30]=[N-:31])[CH3:26]. Product: [Cl:1][C:2]1[CH:3]=[C:4]([C:9]23[C:10](=[O:24])[N:11]([CH2:15][C:16]4[CH:17]=[CH:18][C:19]([O:22][CH3:23])=[CH:20][CH:21]=4)[C:12](=[O:14])[CH:13]2[C:29]([C:28]([O:27][CH2:25][CH3:26])=[O:32])=[N:30][NH:31]3)[CH:5]=[CH:6][C:7]=1[Cl:8]. The catalyst class is: 2. (2) Reactant: [CH3:1][O:2][C:3]([C@@H:5]1[CH2:9][CH2:8][CH2:7][C@H:6]1[C:10](=[O:18])[C:11]1[CH:16]=[CH:15][C:14](Br)=[CH:13][CH:12]=1)=[O:4].[B:19]1([B:19]2[O:23][C:22]([CH3:25])([CH3:24])[C:21]([CH3:27])([CH3:26])[O:20]2)[O:23][C:22]([CH3:25])([CH3:24])[C:21]([CH3:27])([CH3:26])[O:20]1.C([O-])(=O)C.[K+].ClCCl. Product: [CH3:26][C:21]1([CH3:27])[C:22]([CH3:25])([CH3:24])[O:23][B:19]([C:14]2[CH:15]=[CH:16][C:11]([C:10]([C@@H:6]3[CH2:7][CH2:8][CH2:9][C@H:5]3[C:3]([O:2][CH3:1])=[O:4])=[O:18])=[CH:12][CH:13]=2)[O:20]1. The catalyst class is: 12. (3) Reactant: [F:1][C:2]([F:32])([F:31])[C:3]1[CH:8]=[CH:7][C:6]([C:9]2[C:10]([C:15]([NH:17][C:18]3[CH:27]=[C:26]4[C:21]([CH:22]=[C:23]([C:28](O)=[O:29])[CH:24]=[N:25]4)=[CH:20][CH:19]=3)=[O:16])=[CH:11][CH:12]=[CH:13][CH:14]=2)=[CH:5][CH:4]=1.[F:33][C:34]1[CH:41]=[CH:40][CH:39]=[CH:38][C:35]=1[CH2:36][NH2:37].Cl.CN(C)CCCN=C=NCC.ON1C2C=CC=CC=2N=N1.C(N(CC)CC)C. Product: [F:33][C:34]1[CH:41]=[CH:40][CH:39]=[CH:38][C:35]=1[CH2:36][NH:37][C:28]([C:23]1[CH:24]=[N:25][C:26]2[C:21]([CH:22]=1)=[CH:20][CH:19]=[C:18]([NH:17][C:15]([C:10]1[C:9]([C:6]3[CH:7]=[CH:8][C:3]([C:2]([F:1])([F:31])[F:32])=[CH:4][CH:5]=3)=[CH:14][CH:13]=[CH:12][CH:11]=1)=[O:16])[CH:27]=2)=[O:29]. The catalyst class is: 96. (4) Reactant: [C:1]([C:3]1[CH:4]=[C:5]2[C:9](=[CH:10][CH:11]=1)[N:8]([S:12]([C:15]1[CH:20]=[CH:19][C:18]([O:21][CH3:22])=[CH:17][CH:16]=1)(=[O:14])=[O:13])[C:7](=[O:23])[C@@:6]2([NH:33][C:34]([N:36]1[CH2:39][C:38]2([CH2:42][NH:41][CH2:40]2)[CH2:37]1)=[O:35])[C:24]1[C:25]([O:30][CH2:31][CH3:32])=[N:26][CH:27]=[CH:28][CH:29]=1)#[N:2].[O:43]1[CH2:48][CH2:47][N:46]([CH2:49][CH:50]=O)[CH2:45][CH2:44]1.C([O-])(=O)C.[Na+].C(O)(=O)C.[BH3-]C#N.[Na+].C([O-])([O-])=O.[K+].[K+]. Product: [C:1]([C:3]1[CH:4]=[C:5]2[C:9](=[CH:10][CH:11]=1)[N:8]([S:12]([C:15]1[CH:16]=[CH:17][C:18]([O:21][CH3:22])=[CH:19][CH:20]=1)(=[O:14])=[O:13])[C:7](=[O:23])[C@@:6]2([NH:33][C:34]([N:36]1[CH2:37][C:38]2([CH2:40][N:41]([CH2:50][CH2:49][N:46]3[CH2:47][CH2:48][O:43][CH2:44][CH2:45]3)[CH2:42]2)[CH2:39]1)=[O:35])[C:24]1[C:25]([O:30][CH2:31][CH3:32])=[N:26][CH:27]=[CH:28][CH:29]=1)#[N:2]. The catalyst class is: 14. (5) Reactant: [CH3:1][N:2]1[CH2:18][C:16]2=[C:17]3[C:12](=[C:13]([O:19][CH3:20])[CH:14]=[CH:15]2)[O:11][C@@H:10]2[C@:5]3([CH:6]=[CH:7][C@H:8]([OH:21])[CH2:9]2)[CH2:4][CH2:3]1.Br.C(=O)([O-])[O-].[Na+].[Na+]. Product: [CH3:1][N:2]1[CH2:18][C:16]2[CH:15]=[CH:14][C:13]([O:19][CH3:20])=[C:12]3[C:17]=2[C@:5]2([C@@H:10]([O:11]3)[CH2:9][C@@H:8]([OH:21])[CH:7]=[CH:6]2)[CH2:4][CH2:3]1. The catalyst class is: 6. (6) Reactant: [CH2:1]([O:3][C:4](=[O:30])[C:5]([O:23][C:24]1[CH:29]=[CH:28][CH:27]=[CH:26][CH:25]=1)([CH3:22])[CH:6]([C:8]1[CH:13]=[CH:12][C:11]([O:14][CH2:15][C:16]2[CH:21]=[CH:20][CH:19]=[CH:18][CH:17]=2)=[CH:10][CH:9]=1)O)[CH3:2].B(F)(F)F.CCOCC.C([SiH](CC)CC)C.C([O-])([O-])=O.[Na+].[Na+]. Product: [CH2:1]([O:3][C:4](=[O:30])[C:5]([O:23][C:24]1[CH:25]=[CH:26][CH:27]=[CH:28][CH:29]=1)([CH3:22])[CH2:6][C:8]1[CH:13]=[CH:12][C:11]([O:14][CH2:15][C:16]2[CH:17]=[CH:18][CH:19]=[CH:20][CH:21]=2)=[CH:10][CH:9]=1)[CH3:2]. The catalyst class is: 2. (7) Reactant: OS(O)(=O)=O.[Br:6][C:7]1[CH:8]=[C:9]([CH:21]=[CH:22][C:23]=1[Br:24])[C:10]([NH:12][CH2:13][CH2:14][CH2:15][CH2:16][CH2:17][C:18]([OH:20])=[O:19])=[O:11].[C:25]([O-])(O)=O.[Na+]. Product: [Br:6][C:7]1[CH:8]=[C:9]([CH:21]=[CH:22][C:23]=1[Br:24])[C:10]([NH:12][CH2:13][CH2:14][CH2:15][CH2:16][CH2:17][C:18]([O:20][CH3:25])=[O:19])=[O:11]. The catalyst class is: 5. (8) Reactant: [F:1][C:2]1[CH:3]=[C:4]2[C:8](=[CH:9][CH:10]=1)[N:7]([CH2:11][C:12]([O:14][CH3:15])=[O:13])[C:6]([CH3:16])=[CH:5]2.[CH3:17][O:18][C:19]1[N:24]=[CH:23][C:22]([CH:25]=O)=[CH:21][CH:20]=1.C([SiH](CC)CC)C.FC(F)(F)C(O)=O. Product: [F:1][C:2]1[CH:3]=[C:4]2[C:8](=[CH:9][CH:10]=1)[N:7]([CH2:11][C:12]([O:14][CH3:15])=[O:13])[C:6]([CH3:16])=[C:5]2[CH2:25][C:22]1[CH:23]=[N:24][C:19]([O:18][CH3:17])=[CH:20][CH:21]=1. The catalyst class is: 68. (9) Reactant: [Cl:1][C:2]1[C:3]([O:12][C:13]2[CH:18]=[C:17]([OH:19])[CH:16]=[CH:15][C:14]=2/[CH:20]=[CH:21]/[C:22]([O:24][CH2:25][CH3:26])=[O:23])=[N:4][CH:5]=[C:6]([C:8]([F:11])([F:10])[F:9])[CH:7]=1.[CH:27]([Si:30]([CH:38]([CH3:40])[CH3:39])([CH:35]([CH3:37])[CH3:36])[O:31][CH2:32][CH2:33]O)([CH3:29])[CH3:28].C(P(CCCC)CCCC)CCC.N(C(N1CCCCC1)=O)=NC(N1CCCCC1)=O. Product: [Cl:1][C:2]1[C:3]([O:12][C:13]2[CH:18]=[C:17]([O:19][CH2:33][CH2:32][O:31][Si:30]([CH:35]([CH3:36])[CH3:37])([CH:27]([CH3:29])[CH3:28])[CH:38]([CH3:39])[CH3:40])[CH:16]=[CH:15][C:14]=2/[CH:20]=[CH:21]/[C:22]([O:24][CH2:25][CH3:26])=[O:23])=[N:4][CH:5]=[C:6]([C:8]([F:9])([F:11])[F:10])[CH:7]=1. The catalyst class is: 7.